Predict the reactants needed to synthesize the given product. From a dataset of Full USPTO retrosynthesis dataset with 1.9M reactions from patents (1976-2016). (1) Given the product [F:13][C:14]1[C:19]([F:20])=[C:18]([F:21])[CH:17]=[CH:16][C:15]=1[S:22]([NH:1][C:2]1[S:3][CH:4]=[C:5]([CH2:7][C:8]([O:10][CH2:11][CH3:12])=[O:9])[N:6]=1)(=[O:24])=[O:23], predict the reactants needed to synthesize it. The reactants are: [NH2:1][C:2]1[S:3][CH:4]=[C:5]([CH2:7][C:8]([O:10][CH2:11][CH3:12])=[O:9])[N:6]=1.[F:13][C:14]1[C:19]([F:20])=[C:18]([F:21])[CH:17]=[CH:16][C:15]=1[S:22](Cl)(=[O:24])=[O:23]. (2) The reactants are: Br[C:2]1[CH:7]=[CH:6][CH:5]=[CH:4][C:3]=1[N+:8]([O-:10])=[O:9].[CH:11]([C:14]1[CH:20]=[CH:19][CH:18]=[C:17]([CH:21]([CH3:23])[CH3:22])[C:15]=1[NH2:16])([CH3:13])[CH3:12].C(=O)([O-])[O-].[Cs+].[Cs+]. Given the product [CH:21]([C:17]1[CH:18]=[CH:19][CH:20]=[C:14]([CH:11]([CH3:13])[CH3:12])[C:15]=1[NH:16][C:2]1[CH:7]=[CH:6][CH:5]=[CH:4][C:3]=1[N+:8]([O-:10])=[O:9])([CH3:23])[CH3:22], predict the reactants needed to synthesize it.